This data is from Reaction yield outcomes from USPTO patents with 853,638 reactions. The task is: Predict the reaction yield, written as a fraction of the theoretical maximum amount of product (1.0 means a 100% yield; for example, 0.34 means a 34% yield). (1) The reactants are C([O:3][C:4]([C:6]1[N:7]([CH2:38][C:39]2[CH:44]=[CH:43][CH:42]=[C:41]([Cl:45])[CH:40]=2)[C:8]2[C:13]([C:14]=1[NH:15][C:16](=[O:27])[C:17]1[CH:22]=[CH:21][C:20]([O:23][CH:24]([CH3:26])[CH3:25])=[CH:19][CH:18]=1)=[CH:12][CH:11]=[C:10]([C:28]1[CH:33]=[CH:32][C:31]([CH2:34][CH2:35][CH2:36][CH3:37])=[CH:30][CH:29]=1)[CH:9]=2)=[O:5])C. The catalyst is O1CCOCC1. The product is [CH2:34]([C:31]1[CH:30]=[CH:29][C:28]([C:10]2[CH:9]=[C:8]3[C:13]([C:14]([NH:15][C:16](=[O:27])[C:17]4[CH:18]=[CH:19][C:20]([O:23][CH:24]([CH3:26])[CH3:25])=[CH:21][CH:22]=4)=[C:6]([C:4]([OH:5])=[O:3])[N:7]3[CH2:38][C:39]3[CH:44]=[CH:43][CH:42]=[C:41]([Cl:45])[CH:40]=3)=[CH:12][CH:11]=2)=[CH:33][CH:32]=1)[CH2:35][CH2:36][CH3:37]. The yield is 0.320. (2) The reactants are [Si:1]([O:8][C@H:9]([CH3:17])[CH2:10][C@@H:11]([OH:16])[C@H:12]([CH3:15])[CH:13]=[CH2:14])([C:4]([CH3:7])([CH3:6])[CH3:5])([CH3:3])[CH3:2].[Si:18](Cl)([C:21]([CH3:24])([CH3:23])[CH3:22])([CH3:20])[CH3:19].N1C=CN=C1.O. The catalyst is CN(C=O)C.CN(C1C=CN=CC=1)C. The product is [Si:1]([O:8][C@@H:9]([CH2:10][C@@H:11]([O:16][Si:18]([C:21]([CH3:24])([CH3:23])[CH3:22])([CH3:20])[CH3:19])[C@H:12]([CH3:15])[CH:13]=[CH2:14])[CH3:17])([C:4]([CH3:7])([CH3:6])[CH3:5])([CH3:3])[CH3:2]. The yield is 0.930. (3) The reactants are C1(P(C2C=CC=CC=2)C2C=CC=CC=2)C=CC=CC=1.Br[C:21](Br)([F:23])[F:22].[C:25]([O:29][C:30]([N:32]1[CH2:40][C:39]2[C:34](=[CH:35][CH:36]=[C:37]([CH:41]=O)[CH:38]=2)[CH2:33]1)=[O:31])([CH3:28])([CH3:27])[CH3:26]. The catalyst is CN(C=O)C.[Zn]. The product is [C:25]([O:29][C:30]([N:32]1[CH2:40][C:39]2[C:34](=[CH:35][CH:36]=[C:37]([CH:41]=[C:21]([F:23])[F:22])[CH:38]=2)[CH2:33]1)=[O:31])([CH3:28])([CH3:27])[CH3:26]. The yield is 0.310. (4) The yield is 0.600. The product is [C:38]([O:42][C:43]([N:45]1[CH2:50][CH2:49][CH:48]([CH2:51][O:36][C:30]2[CH:29]=[C:28]3[C:33]([C:24]([O:23][C:20]4[CH:21]=[CH:22][C:17]([NH:16][C:14]([C:11]5([C:9](=[O:10])[NH:8][C:5]6[CH:4]=[CH:3][C:2]([F:1])=[CH:7][CH:6]=6)[CH2:13][CH2:12]5)=[O:15])=[CH:18][C:19]=4[F:37])=[N:25][CH:26]=[N:27]3)=[CH:32][C:31]=2[O:34][CH3:35])[CH2:47][CH2:46]1)=[O:44])([CH3:41])([CH3:39])[CH3:40]. The catalyst is CN(C=O)C.CCOC(C)=O. The reactants are [F:1][C:2]1[CH:7]=[CH:6][C:5]([NH:8][C:9]([C:11]2([C:14]([NH:16][C:17]3[CH:22]=[CH:21][C:20]([O:23][C:24]4[C:33]5[C:28](=[CH:29][C:30]([OH:36])=[C:31]([O:34][CH3:35])[CH:32]=5)[N:27]=[CH:26][N:25]=4)=[C:19]([F:37])[CH:18]=3)=[O:15])[CH2:13][CH2:12]2)=[O:10])=[CH:4][CH:3]=1.[C:38]([O:42][C:43]([N:45]1[CH2:50][CH2:49][CH:48]([CH2:51]OS(C)(=O)=O)[CH2:47][CH2:46]1)=[O:44])([CH3:41])([CH3:40])[CH3:39].C([O-])([O-])=O.[K+].[K+]. (5) The reactants are [H-].[Na+].C(OP([CH2:11][C:12]1[CH:17]=[CH:16][C:15]([N+:18]([O-:20])=[O:19])=[CH:14][CH:13]=1)(=O)OCC)C.[F:21][C:22]1[CH:29]=[CH:28][C:25]([CH:26]=O)=[CH:24][CH:23]=1.O. The catalyst is CN(C)C=O. The product is [F:21][C:22]1[CH:29]=[CH:28][C:25]([CH:26]=[CH:11][C:12]2[CH:13]=[CH:14][C:15]([N+:18]([O-:20])=[O:19])=[CH:16][CH:17]=2)=[CH:24][CH:23]=1. The yield is 0.910.